This data is from Full USPTO retrosynthesis dataset with 1.9M reactions from patents (1976-2016). The task is: Predict the reactants needed to synthesize the given product. (1) Given the product [N+:1]([CH2:4][CH:5]([NH2:15])[C:6]1[O:19][CH:16]=[CH:8][CH:7]=1)([O-:3])=[O:2], predict the reactants needed to synthesize it. The reactants are: [N+:1]([CH:4]=[CH:5][C:6]1C=CC=[CH:8][CH:7]=1)([O-:3])=[O:2].Cl.CO[NH2:15].[C:16](=[O:19])([O-])O.[Na+].C(OCC)(=O)C. (2) Given the product [CH:1]1([NH:4][C:5]2[N:6]=[C:7]([NH:14][C:15]3[CH:16]=[CH:17][C:18]([N:39]4[CH2:38][CH2:37][N:36]([S:33]([CH2:31][CH3:32])(=[O:34])=[O:35])[CH2:41][CH2:40]4)=[CH:19][CH:20]=3)[N:8]=[N:9][C:10]=2[C:11]([NH2:13])=[O:12])[CH2:2][CH2:3]1, predict the reactants needed to synthesize it. The reactants are: [CH:1]1([NH:4][C:5]2[N:6]=[C:7]([NH:14][C:15]3[CH:20]=[CH:19][C:18](C4CCN(C(=O)CC)CC4)=[CH:17][CH:16]=3)[N:8]=[N:9][C:10]=2[C:11]([NH2:13])=[O:12])[CH2:3][CH2:2]1.[CH2:31]([S:33]([N:36]1[CH2:41][CH2:40][N:39](C2C=CC(N)=CC=2)[CH2:38][CH2:37]1)(=[O:35])=[O:34])[CH3:32].